This data is from Catalyst prediction with 721,799 reactions and 888 catalyst types from USPTO. The task is: Predict which catalyst facilitates the given reaction. (1) Reactant: O=[C:2]1[CH2:7][CH2:6][CH2:5][CH2:4][CH:3]1[C:8]([O:10][CH2:11][CH3:12])=[O:9].[CH2:13]([NH2:18])[CH2:14][CH:15]([CH3:17])[CH3:16]. Product: [CH2:11]([O:10][C:8]([CH:3]1[CH2:4][CH2:5][CH2:6][CH2:7][CH:2]1[NH:18][CH2:13][CH2:14][CH:15]([CH3:17])[CH3:16])=[O:9])[CH3:12]. The catalyst class is: 8. (2) Reactant: Br[CH2:2][C:3]([C:5]1[CH:10]=[CH:9][CH:8]=[C:7]([O:11][CH3:12])[CH:6]=1)=O.[CH3:13][C:14]1([CH3:28])[C:18]([CH3:20])([CH3:19])[O:17][B:16]([C:21]2[CH:22]=[CH:23][C:24]([NH2:27])=[N:25][CH:26]=2)[O:15]1.C(=O)([O-])O.[Na+]. Product: [CH3:12][O:11][C:7]1[CH:6]=[C:5]([C:3]2[N:27]=[C:24]3[CH:23]=[CH:22][C:21]([B:16]4[O:17][C:18]([CH3:20])([CH3:19])[C:14]([CH3:28])([CH3:13])[O:15]4)=[CH:26][N:25]3[CH:2]=2)[CH:10]=[CH:9][CH:8]=1. The catalyst class is: 259. (3) Reactant: C(OC([C:6]1[CH:7]=[C:8]([C:13]2[C:14]([C:19]3[CH:24]=[C:23]([Cl:25])[CH:22]=[CH:21][C:20]=3[O:26][CH2:27][C:28]3[CH:33]=[CH:32][CH:31]=[CH:30][CH:29]=3)=[CH:15][CH:16]=[CH:17][CH:18]=2)[CH:9]=[C:10]([NH2:12])[CH:11]=1)=O)C.[OH-].[Na+].[C:36]([OH:39])(=[O:38])C. Product: [NH2:12][C:10]1[C:11]([C:36]([OH:39])=[O:38])=[CH:6][CH:7]=[C:8]([C:13]2[C:14]([C:19]3[CH:24]=[C:23]([Cl:25])[CH:22]=[CH:21][C:20]=3[O:26][CH2:27][C:28]3[CH:33]=[CH:32][CH:31]=[CH:30][CH:29]=3)=[CH:15][CH:16]=[CH:17][CH:18]=2)[CH:9]=1. The catalyst class is: 40.